From a dataset of Forward reaction prediction with 1.9M reactions from USPTO patents (1976-2016). Predict the product of the given reaction. (1) Given the reactants [Cl:1][C:2]1[C:3]2[CH:14]=[CH:13][C:12](=[O:15])[N:11]([C:16]3[CH:21]=[CH:20][C:19]([F:22])=[CH:18][C:17]=3[F:23])[C:4]=2[N:5]=[C:6](S(C)=O)[N:7]=1.[NH2:24][CH:25]([CH2:28][OH:29])[CH2:26][OH:27], predict the reaction product. The product is: [Cl:1][C:2]1[C:3]2[CH:14]=[CH:13][C:12](=[O:15])[N:11]([C:16]3[CH:21]=[CH:20][C:19]([F:22])=[CH:18][C:17]=3[F:23])[C:4]=2[N:5]=[C:6]([NH:24][CH:25]([CH2:28][OH:29])[CH2:26][OH:27])[N:7]=1. (2) Given the reactants [CH3:1][O:2][C:3]1[CH:9]=[CH:8][C:6]([NH2:7])=[CH:5][CH:4]=1.Cl[C:11]1[N:12]=[CH:13][C:14]2[C:19]([CH:20]=1)=[C:18]([C:21]1[CH:22]=[N:23][N:24]([CH3:26])[CH:25]=1)[CH:17]=[CH:16][CH:15]=2, predict the reaction product. The product is: [CH3:1][O:2][C:3]1[CH:9]=[CH:8][C:6]([NH:7][C:11]2[N:12]=[CH:13][C:14]3[C:19]([CH:20]=2)=[C:18]([C:21]2[CH:22]=[N:23][N:24]([CH3:26])[CH:25]=2)[CH:17]=[CH:16][CH:15]=3)=[CH:5][CH:4]=1. (3) Given the reactants [OH-].[Na+].[CH3:3][N:4]([CH3:25])[C@H:5]1[CH2:9][CH2:8][N:7]([C:10](=[O:24])[CH2:11][CH2:12][C:13]2[N:14]([CH2:18][C:19]([O:21]CC)=[O:20])[CH:15]=[CH:16][N:17]=2)[CH2:6]1.[ClH:26], predict the reaction product. The product is: [ClH:26].[CH3:25][N:4]([CH3:3])[C@H:5]1[CH2:9][CH2:8][N:7]([C:10](=[O:24])[CH2:11][CH2:12][C:13]2[N:14]([CH2:18][C:19]([OH:21])=[O:20])[CH:15]=[CH:16][N:17]=2)[CH2:6]1. (4) Given the reactants [C:1]([C:5]1[CH:10]=[CH:9][C:8]([N:11]2[C:15](=[O:16])[C:14]([CH3:18])([CH3:17])[N:13]([CH2:19][C:20]3[CH:25]=[CH:24][N:23]4[O:26][C:27](=S)[N:28]=[C:22]4[CH:21]=3)[C:12]2=[O:30])=[CH:7][CH:6]=1)([CH3:4])([CH3:3])[CH3:2].[CH3:31][NH:32][CH2:33][CH2:34][CH3:35], predict the reaction product. The product is: [C:1]([C:5]1[CH:10]=[CH:9][C:8]([N:11]2[C:15](=[O:16])[C:14]([CH3:18])([CH3:17])[N:13]([CH2:19][C:20]3[CH:25]=[CH:24][N:23]=[C:22]([NH:28][C:27](=[O:26])[N:32]([CH3:31])[CH2:33][CH2:34][CH3:35])[CH:21]=3)[C:12]2=[O:30])=[CH:7][CH:6]=1)([CH3:4])([CH3:3])[CH3:2]. (5) The product is: [CH3:12][O:13][C:14]1[CH:15]=[CH:16][C:17]([CH2:18][S:19]([C:22]2[C:23](=[O:24])[O:11][C:5]3[C:6]([CH:7]=2)=[CH:9][CH:10]=[C:3]([O:2][CH3:1])[CH:4]=3)(=[O:20])=[O:21])=[CH:26][CH:27]=1. Given the reactants [CH3:1][O:2][C:3]1[CH:4]=[C:5]([OH:11])[C:6](=[CH:9][CH:10]=1)[CH:7]=O.[CH3:12][O:13][C:14]1[CH:27]=[CH:26][C:17]([CH2:18][S:19]([CH2:22][C:23](O)=[O:24])(=[O:21])=[O:20])=[CH:16][CH:15]=1, predict the reaction product.